Dataset: Experimentally validated miRNA-target interactions with 360,000+ pairs, plus equal number of negative samples. Task: Binary Classification. Given a miRNA mature sequence and a target amino acid sequence, predict their likelihood of interaction. (1) The miRNA is mmu-miR-7008-3p with sequence UGUGCUUCUUGCCUCUUCUCAG. The protein sequence of the target gene is MRLFYRLLKQPVPKQIERYSRFSPSPLSIKQFLDFGRDNACEKTSYMFLRKELPVRLANTMREVNLLPDNLLNRPSVGLVQSWYMQSFLELLEYENKSPEDPRVLDNFLNVLINIRNRHNDVVPTMAQGVIEYKEKFGFDPFISSNIQYFLDRFYTNRISFRMLINQHTLLFGGDTNPAHPKHIGSIDPTCNVADVVKDAYETAKMLCEQYYLVAPELEVEEFNAKAPNKPIQVVYVPSHLFHMLFELFKNSMRATVELHEDKKEGYPAVKTLVTLGKEDLSIKISDLGGGVPLRKIDRL.... Result: 0 (no interaction). (2) The miRNA is hsa-miR-615-3p with sequence UCCGAGCCUGGGUCUCCCUCUU. The protein sequence of the target gene is MLPAGCSRRLVAELQGALDACAQRQLQLEQSLRVCRRLLHAWEPTGTRALKPPPGPETNGEDPLPACTPSPQDLKELEFLTQALEKAVRVRRGITKAGERDKAPSLKSRSIVTSSGTTASAPPHSPGQAGGHASDTRPTKGLRQTTVPAKGHPERRLLSVGDGTRVGMGARTPRPGAGLRDQQMAPSAAPQAPEAFTLKEKGHLLRLPAAFRKAASQNSSLWAQLSSTQTSDSTDAAAAKTQFLQNMQTASGGPQPRLSAVEVEAEAGRLRKACSLLRLRMREELSAAPMDWMQEYRCLL.... Result: 1 (interaction). (3) The miRNA is hsa-miR-5699-3p with sequence UCCUGUCUUUCCUUGUUGGAGC. The protein sequence of the target gene is MSRVPSPPPPAEMSSGPVAESWCYTQIKVVKFSYMWTINNFSFCREEMGEVIKSSTFSSGANDKLKWCLRVNPKGLDEESKDYLSLYLLLVSCPKSEVRAKFKFSILNAKGEETKAMESQRAYRFVQGKDWGFKKFIRRDFLLDEANGLLPDDKLTLFCEVSVVQDSVNISGQNTMNMVKVPECRLADELGGLWENSRFTDCCLCVAGQEFQAHKAILAARSPVFSAMFEHEMEESKKNRVEINDVEPEVFKEMMCFIYTGKAPNLDKMADDLLAAADKYALERLKVMCEDALCSNLSVE.... Result: 0 (no interaction). (4) The miRNA is hsa-miR-3166 with sequence CGCAGACAAUGCCUACUGGCCUA. The protein sequence of the target gene is MAADDDNGDGTSLFDVFSASPLKNNDEGSLDIYAGLDSAVSDSASKSCVPSRNCLDLYEEILTEEGTAKEATYNDLQVEYGKCQLQMKELMKKFKEIQTQNFSLINENQSLKKNISALIKTARVEINRKDEEISNLHQRLSEFPHFRNNHKTARTFDTVKTKDLKSRSPHLDDCSKTDHRAKSDVSKDVHHSTSLPNLEKEGKPHSDKRSTSHLPTSVEKHCTNGVWSRSHYQVGEGSSNEDSRRGRKDIRHSQFNRGTERVRKDLSTGCGDGEPRILEASQRLQGHPEKYGKGEPKTES.... Result: 0 (no interaction). (5) The miRNA is hsa-miR-6127 with sequence UGAGGGAGUGGGUGGGAGG. The protein sequence of the target gene is MPRGQKSKLRAREKRQRTRGQTQDLKVGQPTAAEKEESPSSSSSVLRDTASSSLAFGIPQEPQREPPTTSAAAAMSCTGSDKGDESQDEENASSSQASTSTERSLKDSLTRKTKMLVQFLLYKYKMKEPTTKAEMLKIISKKYKEHFPEIFRKVSQRTELVFGLALKEVNPTTHSYILVSMLGPNDGNQSSAWTLPRNGLLMPLLSVIFLNGNCAREEEIWEFLNMLGIYDGKRHLIFGEPRKLITQDLVQEKYLEYQQVPNSDPPRYQFLWGPRAHAETSKMKVLEFLAKVNDTTPNNF.... Result: 0 (no interaction).